Dataset: Full USPTO retrosynthesis dataset with 1.9M reactions from patents (1976-2016). Task: Predict the reactants needed to synthesize the given product. (1) Given the product [CH3:1][N:2]([CH2:17][C:18]1[CH:27]=[CH:26][C:21]([C:22]([O:24][CH3:25])=[O:23])=[CH:20][CH:19]=1)[C:3]1[S:4][CH:5]=[C:6]([C:8]2[CH:9]=[CH:10][CH:11]=[CH:12][CH:13]=2)[N:7]=1, predict the reactants needed to synthesize it. The reactants are: [CH3:1][NH:2][C:3]1[S:4][CH:5]=[C:6]([C:8]2[CH:13]=[CH:12][CH:11]=[CH:10][CH:9]=2)[N:7]=1.[H-].[Na+].Br[CH2:17][C:18]1[CH:27]=[CH:26][C:21]([C:22]([O:24][CH3:25])=[O:23])=[CH:20][CH:19]=1.O. (2) Given the product [S:38]([C:35]1[CH:36]=[CH:37][C:32]([CH3:42])=[CH:33][CH:34]=1)([OH:41])(=[O:40])=[O:39].[S:38]([C:35]1[CH:36]=[CH:37][C:32]([CH3:42])=[CH:33][CH:34]=1)([OH:41])(=[O:40])=[O:39].[NH:1]1[C:9]2[C:4](=[CH:5][CH:6]=[CH:7][CH:8]=2)[C:3]([CH2:10][C@@H:11]([NH2:24])[C:12]2[NH:13][CH:14]=[C:15]([C:17]3[CH:22]=[CH:21][C:20]([F:23])=[CH:19][CH:18]=3)[N:16]=2)=[CH:2]1, predict the reactants needed to synthesize it. The reactants are: [NH:1]1[C:9]2[C:4](=[CH:5][CH:6]=[CH:7][CH:8]=2)[C:3]([CH2:10][C@@H:11]([NH:24]C(=O)OC(C)(C)C)[C:12]2[NH:13][CH:14]=[C:15]([C:17]3[CH:22]=[CH:21][C:20]([F:23])=[CH:19][CH:18]=3)[N:16]=2)=[CH:2]1.[C:32]1([CH3:42])[CH:37]=[CH:36][C:35]([S:38]([OH:41])(=[O:40])=[O:39])=[CH:34][CH:33]=1. (3) Given the product [CH3:22][O:21][C:19]([NH:1][C@@H:2]([CH2:6][C:7]1[N:8]=[CH:9][N:10]([CH3:12])[CH:11]=1)[C:3]([OH:5])=[O:4])=[O:20].[ClH:18], predict the reactants needed to synthesize it. The reactants are: [NH2:1][C@@H:2]([CH2:6][C:7]1[N:8]=[CH:9][N:10]([CH3:12])[CH:11]=1)[C:3]([OH:5])=[O:4].C([O-])(O)=O.[Na+].[Cl:18][C:19]([O:21][CH3:22])=[O:20]. (4) Given the product [F:1][C:2]1[CH:3]=[CH:4][C:5]([C:8]2[C:12]([CH2:13][NH:14][C:15]3[CH:19]=[C:18]([C:20]([NH:25][CH:26]4[CH2:31][CH2:30][O:29][CH2:28][CH2:27]4)=[O:22])[N:17]([CH3:23])[N:16]=3)=[C:11]([CH3:24])[O:10][N:9]=2)=[N:6][CH:7]=1, predict the reactants needed to synthesize it. The reactants are: [F:1][C:2]1[CH:3]=[CH:4][C:5]([C:8]2[C:12]([CH2:13][NH:14][C:15]3[CH:19]=[C:18]([C:20]([OH:22])=O)[N:17]([CH3:23])[N:16]=3)=[C:11]([CH3:24])[O:10][N:9]=2)=[N:6][CH:7]=1.[NH2:25][CH:26]1[CH2:31][CH2:30][O:29][CH2:28][CH2:27]1.